Dataset: Forward reaction prediction with 1.9M reactions from USPTO patents (1976-2016). Task: Predict the product of the given reaction. (1) Given the reactants [F:1][C:2]1[CH:10]=[CH:9][CH:8]=[C:7]([F:11])[C:3]=1[C:4](Cl)=[O:5].C(N(CC)CC)C.[CH3:19][O:20][C:21]([C:23]1[C:27]([NH2:28])=[CH:26][S:25][N:24]=1)=[O:22].[OH-].[Na+], predict the reaction product. The product is: [CH3:19][O:20][C:21]([C:23]1[C:27]([NH:28][C:4](=[O:5])[C:3]2[C:2]([F:1])=[CH:10][CH:9]=[CH:8][C:7]=2[F:11])=[CH:26][S:25][N:24]=1)=[O:22]. (2) Given the reactants Br[C:2]1[CH:7]=[CH:6][CH:5]=[C:4]([CH:8]([CH3:10])[CH3:9])[CH:3]=1.[Li]CCCC.CON(C)[C:19](=[O:21])[CH3:20], predict the reaction product. The product is: [CH:8]([C:4]1[CH:3]=[C:2]([C:19](=[O:21])[CH3:20])[CH:7]=[CH:6][CH:5]=1)([CH3:10])[CH3:9].